Dataset: Catalyst prediction with 721,799 reactions and 888 catalyst types from USPTO. Task: Predict which catalyst facilitates the given reaction. (1) Reactant: C(OC(=O)[NH:7][C:8]1[CH:13]=[CH:12][C:11]([C:14]2C=C[CH:17]=[CH:16][C:15]=2F)=[CH:10][C:9]=1[NH:21][C:22](=[O:37])[CH2:23][C:24](=O)[C:25]1[CH:30]=[CH:29][CH:28]=[C:27]([N:31]2[CH:35]=[CH:34][N:33]=[N:32]2)[CH:26]=1)(C)(C)C.[C:39](O)([C:41]([F:44])(F)F)=O. Product: [F:44][C:41]1[CH:39]=[CH:17][CH:16]=[CH:15][C:14]=1[C:11]1[CH:12]=[CH:13][C:8]2[N:7]=[C:24]([C:25]3[CH:30]=[CH:29][CH:28]=[C:27]([N:31]4[CH:35]=[CH:34][N:33]=[N:32]4)[CH:26]=3)[CH2:23][C:22](=[O:37])[NH:21][C:9]=2[CH:10]=1. The catalyst class is: 2. (2) Reactant: [C:1]([O:5][C:6](=[O:22])[NH:7][C:8]([CH2:20][NH2:21])([C:12]1[CH:17]=[C:16](Br)[CH:15]=[CH:14][C:13]=1[F:19])[CH:9]([F:11])[F:10])([CH3:4])([CH3:3])[CH3:2].CC([O-])=O.[Na+].[Br-].C([O-])([O-])=O.[Na+].[Na+]. The catalyst class is: 50. Product: [C:1]([O:5][C:6](=[O:22])[NH:7][C:8]([CH2:20][NH2:21])([C:12]1[CH:17]=[CH:16][CH:15]=[CH:14][C:13]=1[F:19])[CH:9]([F:11])[F:10])([CH3:4])([CH3:2])[CH3:3]. (3) Product: [CH:1]1([C:4]2[O:8][N:7]=[C:6]([C:9]3[C:10]([Cl:16])=[CH:11][CH:12]=[CH:13][C:14]=3[Cl:15])[C:5]=2[CH2:17][O:18][C:19]2[CH:20]=[CH:21][C:22]([C:25]3[CH:34]=[C:33]4[C:28]([CH:29]=[C:30]([C:35]([OH:37])=[O:36])[N:31]=[CH:32]4)=[CH:27][CH:26]=3)=[CH:23][CH:24]=2)[CH2:2][CH2:3]1. The catalyst class is: 5. Reactant: [CH:1]1([C:4]2[O:8][N:7]=[C:6]([C:9]3[C:14]([Cl:15])=[CH:13][CH:12]=[CH:11][C:10]=3[Cl:16])[C:5]=2[CH2:17][O:18][C:19]2[CH:24]=[CH:23][C:22]([C:25]3[CH:34]=[C:33]4[C:28]([CH:29]=[C:30]([C:35]([O:37]C)=[O:36])[N:31]=[CH:32]4)=[CH:27][CH:26]=3)=[CH:21][CH:20]=2)[CH2:3][CH2:2]1.O1CCCC1.[OH-].[Na+].Cl. (4) The catalyst class is: 631. Product: [CH2:36]([C:34]1[CH:35]=[C:26]([NH:25][C:24]([C:21]2[C:19]3[N:20]=[C:15]([NH:14][C@@H:9]4[CH2:10][CH2:11][CH2:12][CH2:13][C@@H:8]4[NH2:7])[N:16]=[CH:17][C:18]=3[S:23][CH:22]=2)=[O:38])[CH:27]=[C:28]2[C:33]=1[N:32]=[CH:31][CH:30]=[CH:29]2)[CH3:37]. Reactant: C(OC(=O)[NH:7][C@H:8]1[CH2:13][CH2:12][CH2:11][CH2:10][C@H:9]1[NH:14][C:15]1[N:16]=[CH:17][C:18]2[S:23][CH:22]=[C:21]([C:24](=[O:38])[NH:25][C:26]3[CH:27]=[C:28]4[C:33](=[C:34]([CH2:36][CH3:37])[CH:35]=3)[N:32]=[CH:31][CH:30]=[CH:29]4)[C:19]=2[N:20]=1)(C)(C)C. (5) Reactant: [CH:1]1([CH2:4][NH:5][C:6](=[O:23])[NH:7][C:8]2[CH:22]=[CH:21][C:11]([C:12]([N:14]([CH3:20])[CH:15]3[CH2:19][CH2:18][NH:17][CH2:16]3)=[O:13])=[CH:10][CH:9]=2)[CH2:3][CH2:2]1.Br[CH2:25][C:26]1[CH:31]=[CH:30][C:29]([C:32]([OH:41])([C:37]([F:40])([F:39])[F:38])[C:33]([F:36])([F:35])[F:34])=[CH:28][CH:27]=1.C(=O)([O-])[O-].[K+].[K+]. Product: [CH:1]1([CH2:4][NH:5][C:6](=[O:23])[NH:7][C:8]2[CH:9]=[CH:10][C:11]([C:12]([N:14]([CH:15]3[CH2:19][CH2:18][N:17]([CH2:25][C:26]4[CH:27]=[CH:28][C:29]([C:32]([OH:41])([C:33]([F:34])([F:35])[F:36])[C:37]([F:38])([F:39])[F:40])=[CH:30][CH:31]=4)[CH2:16]3)[CH3:20])=[O:13])=[CH:21][CH:22]=2)[CH2:2][CH2:3]1. The catalyst class is: 10. (6) Reactant: [Cl-].[Cl:2][C:3]1[C:12]2[C:7](=[CH:8][CH:9]=[CH:10][CH:11]=2)[CH:6]=[CH:5][C:4]=1[NH:13][CH2:14][CH2:15][NH3+:16].C([O-])([O-])=O.[K+].[K+].[O:23]1[CH:27]=[CH:26][CH:25]=[C:24]1[CH:28]=O.[BH4-].[Na+]. Product: [Cl:2][C:3]1[C:12]2[C:7](=[CH:8][CH:9]=[CH:10][CH:11]=2)[CH:6]=[CH:5][C:4]=1[NH:13][CH2:14][CH2:15][NH:16][CH2:28][C:24]1[O:23][CH:27]=[CH:26][CH:25]=1. The catalyst class is: 125. (7) Reactant: [P:1]([O-:8])([O:5][CH2:6][CH3:7])[O:2][CH2:3][CH3:4].[Na+].Br[CH2:11][C:12]1([CH2:20]Br)[CH2:17][O:16][C:15]([CH3:19])([CH3:18])[O:14][CH2:13]1.[Cl-].[NH4+]. Product: [CH2:3]([O:2][P:1]([CH2:11][C:12]1([CH2:20][P:1]([O:5][CH2:6][CH3:7])([O:2][CH2:3][CH3:4])=[O:8])[CH2:17][O:16][C:15]([CH3:19])([CH3:18])[O:14][CH2:13]1)([O:5][CH2:6][CH3:7])=[O:8])[CH3:4]. The catalyst class is: 118.